The task is: Predict the product of the given reaction.. This data is from Forward reaction prediction with 1.9M reactions from USPTO patents (1976-2016). (1) Given the reactants [I:1][C:2]1[CH:3]=[N:4][NH:5][CH:6]=1.[CH:7]1([CH:12]=[CH:13][C:14]#[N:15])[CH2:11][CH2:10][CH2:9][CH2:8]1.C1CCN2C(=NCCC2)CC1, predict the reaction product. The product is: [CH:7]1([CH:12]([N:4]2[CH:3]=[C:2]([I:1])[CH:6]=[N:5]2)[CH2:13][C:14]#[N:15])[CH2:11][CH2:10][CH2:9][CH2:8]1. (2) Given the reactants [O:1]=[S:2]1(=[O:41])[CH2:7][CH2:6][N:5]([CH2:8][CH2:9][NH:10][C@:11]23[CH2:37][CH2:36][C@@H:35]([C:38]([CH3:40])=[CH2:39])[C@@H:12]2[C@@H:13]2[C@@:26]([CH3:29])([CH2:27][CH2:28]3)[C@@:25]3([CH3:30])[C@@H:16]([C@:17]4([CH3:34])[C@@H:22]([CH2:23][CH2:24]3)[C:21]([CH3:32])([CH3:31])[C:20](=[O:33])[CH2:19][CH2:18]4)[CH2:15][CH2:14]2)[CH2:4][CH2:3]1.C[Si]([N-][Si](C)(C)C)(C)C.[K+].[F:52][C:53]([F:72])([F:71])[S:54](N(C1C=CC=CC=1)[S:54]([C:53]([F:72])([F:71])[F:52])(=[O:56])=[O:55])(=[O:56])=[O:55], predict the reaction product. The product is: [F:52][C:53]([F:72])([F:71])[S:54]([O:33][C:20]1[C:21]([CH3:31])([CH3:32])[C@H:22]2[C@:17]([CH3:34])([CH2:18][CH:19]=1)[C@@H:16]1[C@:25]([CH3:30])([C@@:26]3([CH3:29])[C@H:13]([CH2:14][CH2:15]1)[C@H:12]1[C@H:35]([C:38]([CH3:40])=[CH2:39])[CH2:36][CH2:37][C@:11]1([NH:10][CH2:9][CH2:8][N:5]1[CH2:6][CH2:7][S:2](=[O:1])(=[O:41])[CH2:3][CH2:4]1)[CH2:28][CH2:27]3)[CH2:24][CH2:23]2)(=[O:56])=[O:55]. (3) Given the reactants [H-].[Na+].[CH3:3][O:4][C:5]1[CH:6]=[C:7]2[C:15](=[CH:16][CH:17]=1)[NH:14][C:13]1[C:12]3[CH:18]=[CH:19][CH:20]=[N:21][C:11]=3[S:10][CH2:9][C:8]2=1.[CH3:22]I, predict the reaction product. The product is: [CH3:3][O:4][C:5]1[CH:6]=[C:7]2[C:15](=[CH:16][CH:17]=1)[N:14]([CH3:22])[C:13]1[C:12]3[CH:18]=[CH:19][CH:20]=[N:21][C:11]=3[S:10][CH2:9][C:8]2=1. (4) The product is: [CH2:26]([C:18]1[C:19]([O:24][CH3:25])=[CH:20][C:21]2[O:22][CH2:23][C:7]3[C:6]([C:4]([OH:5])=[O:3])=[N:10][N:9]([C:11]4[S:12][CH:13]=[CH:14][CH:15]=4)[C:8]=3[C:16]=2[CH:17]=1)[CH:27]([CH3:29])[CH3:28]. Given the reactants C([O:3][C:4]([C:6]1[C:7]2[CH2:23][O:22][C:21]3[CH:20]=[C:19]([O:24][CH3:25])[C:18]([CH2:26][CH:27]([CH3:29])[CH3:28])=[CH:17][C:16]=3[C:8]=2[N:9]([C:11]2[S:12][CH:13]=[CH:14][CH:15]=2)[N:10]=1)=[O:5])C.C1COCC1.O.O[Li].O, predict the reaction product. (5) Given the reactants [S:1]1[CH:5]=[C:4]([CH:6]([NH:10][C:11]2[CH:16]=[CH:15][CH:14]=[C:13]([O:17][CH3:18])[CH:12]=2)[C:7]([OH:9])=[O:8])[C:3]2[CH:19]=[CH:20][CH:21]=[CH:22][C:2]1=2.[N:23]12[CH2:30][CH2:29][CH:26]([CH2:27][CH2:28]1)[C@@H:25](O)[CH2:24]2.C1CCC(N=C=NC2CCCCC2)CC1.C1C=CC2N(O)N=NC=2C=1, predict the reaction product. The product is: [S:1]1[CH:5]=[C:4]([CH:6]([NH:10][C:11]2[CH:16]=[CH:15][CH:14]=[C:13]([O:17][CH3:18])[CH:12]=2)[C:7]([O:9][C@@H:25]2[CH:26]3[CH2:29][CH2:30][N:23]([CH2:28][CH2:27]3)[CH2:24]2)=[O:8])[C:3]2[CH:19]=[CH:20][CH:21]=[CH:22][C:2]1=2. (6) Given the reactants [N:1]1[CH:6]=[CH:5][CH:4]=[CH:3][C:2]=1[CH2:7][OH:8].[H-].[Na+].Cl[C:12]1[S:16][N:15]=[C:14]([S:17][CH3:18])[N:13]=1.[Cl-].[Na+], predict the reaction product. The product is: [N:1]1[CH:6]=[CH:5][CH:4]=[CH:3][C:2]=1[CH2:7][O:8][C:12]1[S:16][N:15]=[C:14]([S:17][CH3:18])[N:13]=1.